From a dataset of NCI-60 drug combinations with 297,098 pairs across 59 cell lines. Regression. Given two drug SMILES strings and cell line genomic features, predict the synergy score measuring deviation from expected non-interaction effect. (1) Drug 1: CC1C(C(=O)NC(C(=O)N2CCCC2C(=O)N(CC(=O)N(C(C(=O)O1)C(C)C)C)C)C(C)C)NC(=O)C3=C4C(=C(C=C3)C)OC5=C(C(=O)C(=C(C5=N4)C(=O)NC6C(OC(=O)C(N(C(=O)CN(C(=O)C7CCCN7C(=O)C(NC6=O)C(C)C)C)C)C(C)C)C)N)C. Drug 2: C1=CC=C(C(=C1)C(C2=CC=C(C=C2)Cl)C(Cl)Cl)Cl. Cell line: NCI-H460. Synergy scores: CSS=18.6, Synergy_ZIP=7.68, Synergy_Bliss=5.77, Synergy_Loewe=-20.7, Synergy_HSA=4.20. (2) Drug 1: CC1OCC2C(O1)C(C(C(O2)OC3C4COC(=O)C4C(C5=CC6=C(C=C35)OCO6)C7=CC(=C(C(=C7)OC)O)OC)O)O. Drug 2: CC1=C2C(C(=O)C3(C(CC4C(C3C(C(C2(C)C)(CC1OC(=O)C(C(C5=CC=CC=C5)NC(=O)C6=CC=CC=C6)O)O)OC(=O)C7=CC=CC=C7)(CO4)OC(=O)C)O)C)OC(=O)C. Cell line: A498. Synergy scores: CSS=30.7, Synergy_ZIP=-10.4, Synergy_Bliss=-3.38, Synergy_Loewe=-0.506, Synergy_HSA=1.09. (3) Drug 1: CCC1=C2CN3C(=CC4=C(C3=O)COC(=O)C4(CC)O)C2=NC5=C1C=C(C=C5)O. Synergy scores: CSS=87.4, Synergy_ZIP=1.01, Synergy_Bliss=0.960, Synergy_Loewe=-0.288, Synergy_HSA=3.21. Cell line: MOLT-4. Drug 2: C1CN1C2=NC(=NC(=N2)N3CC3)N4CC4. (4) Drug 1: CNC(=O)C1=CC=CC=C1SC2=CC3=C(C=C2)C(=NN3)C=CC4=CC=CC=N4. Drug 2: CCC1(CC2CC(C3=C(CCN(C2)C1)C4=CC=CC=C4N3)(C5=C(C=C6C(=C5)C78CCN9C7C(C=CC9)(C(C(C8N6C)(C(=O)OC)O)OC(=O)C)CC)OC)C(=O)OC)O.OS(=O)(=O)O. Cell line: UACC62. Synergy scores: CSS=29.5, Synergy_ZIP=2.31, Synergy_Bliss=3.42, Synergy_Loewe=-18.3, Synergy_HSA=3.92. (5) Cell line: SF-268. Drug 1: C1CC(C1)(C(=O)O)C(=O)O.[NH2-].[NH2-].[Pt+2]. Drug 2: CCCCC(=O)OCC(=O)C1(CC(C2=C(C1)C(=C3C(=C2O)C(=O)C4=C(C3=O)C=CC=C4OC)O)OC5CC(C(C(O5)C)O)NC(=O)C(F)(F)F)O. Synergy scores: CSS=36.5, Synergy_ZIP=-6.29, Synergy_Bliss=-5.84, Synergy_Loewe=-10.5, Synergy_HSA=-4.15. (6) Drug 1: CN(C(=O)NC(C=O)C(C(C(CO)O)O)O)N=O. Drug 2: C1CNP(=O)(OC1)N(CCCl)CCCl. Cell line: KM12. Synergy scores: CSS=0.317, Synergy_ZIP=1.02, Synergy_Bliss=2.34, Synergy_Loewe=0.360, Synergy_HSA=0.624. (7) Drug 1: CC1=C(C=C(C=C1)NC(=O)C2=CC=C(C=C2)CN3CCN(CC3)C)NC4=NC=CC(=N4)C5=CN=CC=C5. Drug 2: C1C(C(OC1N2C=NC(=NC2=O)N)CO)O. Cell line: UO-31. Synergy scores: CSS=-0.715, Synergy_ZIP=-1.11, Synergy_Bliss=-0.322, Synergy_Loewe=-10.2, Synergy_HSA=-6.37.